From a dataset of Catalyst prediction with 721,799 reactions and 888 catalyst types from USPTO. Predict which catalyst facilitates the given reaction. Reactant: Br[CH2:2][CH2:3][O:4][C:5]1[CH:12]=[CH:11][C:8]([C:9]#[N:10])=[CH:7][C:6]=1[F:13].[C:14]([O:18][C:19]([N:21]1[CH2:28][CH:27]2[O:29][CH:23]([CH2:24][NH:25][CH2:26]2)[CH2:22]1)=[O:20])([CH3:17])([CH3:16])[CH3:15].C([O-])([O-])=O.[K+].[K+]. Product: [C:14]([O:18][C:19]([N:21]1[CH2:22][CH:23]2[O:29][CH:27]([CH2:26][NH:25][CH2:24]2)[CH:28]1[CH2:2][CH2:3][O:4][C:5]1[CH:12]=[CH:11][C:8]([C:9]#[N:10])=[CH:7][C:6]=1[F:13])=[O:20])([CH3:17])([CH3:15])[CH3:16]. The catalyst class is: 10.